This data is from NCI-60 drug combinations with 297,098 pairs across 59 cell lines. The task is: Regression. Given two drug SMILES strings and cell line genomic features, predict the synergy score measuring deviation from expected non-interaction effect. (1) Synergy scores: CSS=62.3, Synergy_ZIP=9.64, Synergy_Bliss=8.44, Synergy_Loewe=-24.1, Synergy_HSA=6.96. Cell line: MOLT-4. Drug 1: CCN(CC)CCCC(C)NC1=C2C=C(C=CC2=NC3=C1C=CC(=C3)Cl)OC. Drug 2: C1CC(=O)NC(=O)C1N2C(=O)C3=CC=CC=C3C2=O. (2) Drug 1: C1C(C(OC1N2C=C(C(=O)NC2=O)F)CO)O. Drug 2: N.N.Cl[Pt+2]Cl. Cell line: T-47D. Synergy scores: CSS=23.4, Synergy_ZIP=-3.98, Synergy_Bliss=1.02, Synergy_Loewe=7.36, Synergy_HSA=2.16. (3) Cell line: SR. Synergy scores: CSS=81.4, Synergy_ZIP=0.256, Synergy_Bliss=-0.0677, Synergy_Loewe=-0.445, Synergy_HSA=2.00. Drug 2: CN(CCCl)CCCl.Cl. Drug 1: CCC1=C2CN3C(=CC4=C(C3=O)COC(=O)C4(CC)O)C2=NC5=C1C=C(C=C5)O. (4) Drug 1: C1CC(C1)(C(=O)O)C(=O)O.[NH2-].[NH2-].[Pt+2]. Drug 2: C1=CN(C=N1)CC(O)(P(=O)(O)O)P(=O)(O)O. Cell line: NCI-H322M. Synergy scores: CSS=-4.72, Synergy_ZIP=0.875, Synergy_Bliss=-3.01, Synergy_Loewe=-4.38, Synergy_HSA=-5.66. (5) Drug 1: CC1=C(C(=O)C2=C(C1=O)N3CC4C(C3(C2COC(=O)N)OC)N4)N. Drug 2: COC1=C2C(=CC3=C1OC=C3)C=CC(=O)O2. Cell line: HCC-2998. Synergy scores: CSS=16.7, Synergy_ZIP=0.593, Synergy_Bliss=-0.910, Synergy_Loewe=-18.7, Synergy_HSA=-4.86. (6) Drug 1: C1CCC(CC1)NC(=O)N(CCCl)N=O. Drug 2: CC1=C(C(CCC1)(C)C)C=CC(=CC=CC(=CC(=O)O)C)C. Cell line: SK-MEL-28. Synergy scores: CSS=13.8, Synergy_ZIP=5.06, Synergy_Bliss=8.53, Synergy_Loewe=4.98, Synergy_HSA=5.47. (7) Drug 1: CCN(CC)CCNC(=O)C1=C(NC(=C1C)C=C2C3=C(C=CC(=C3)F)NC2=O)C. Drug 2: CN(CC1=CN=C2C(=N1)C(=NC(=N2)N)N)C3=CC=C(C=C3)C(=O)NC(CCC(=O)O)C(=O)O. Cell line: RPMI-8226. Synergy scores: CSS=49.3, Synergy_ZIP=-1.06, Synergy_Bliss=0.394, Synergy_Loewe=-0.526, Synergy_HSA=-0.321.